This data is from Forward reaction prediction with 1.9M reactions from USPTO patents (1976-2016). The task is: Predict the product of the given reaction. The product is: [CH3:25][C:19]1([CH2:2][C:1]([OH:8])=[O:7])[C:18]([N+:15]([O-:17])=[O:16])=[CH:23][CH:22]=[CH:21][CH2:20]1. Given the reactants [C:1]([O:8]CC)(=[O:7])[C:2](OCC)=O.[O-]CC.[K+].[N+:15]([C:18]1[CH:23]=[CH:22][CH:21]=[C:20](C)[C:19]=1[CH3:25])([O-:17])=[O:16], predict the reaction product.